Dataset: NCI-60 drug combinations with 297,098 pairs across 59 cell lines. Task: Regression. Given two drug SMILES strings and cell line genomic features, predict the synergy score measuring deviation from expected non-interaction effect. (1) Drug 1: CCC1=C2CN3C(=CC4=C(C3=O)COC(=O)C4(CC)O)C2=NC5=C1C=C(C=C5)O. Drug 2: COC1=C2C(=CC3=C1OC=C3)C=CC(=O)O2. Cell line: EKVX. Synergy scores: CSS=3.29, Synergy_ZIP=-0.926, Synergy_Bliss=1.30, Synergy_Loewe=-2.08, Synergy_HSA=0.928. (2) Drug 1: CC(CN1CC(=O)NC(=O)C1)N2CC(=O)NC(=O)C2. Drug 2: COC1=C2C(=CC3=C1OC=C3)C=CC(=O)O2. Cell line: EKVX. Synergy scores: CSS=8.62, Synergy_ZIP=-2.77, Synergy_Bliss=-0.209, Synergy_Loewe=0.463, Synergy_HSA=-0.0758.